From a dataset of Catalyst prediction with 721,799 reactions and 888 catalyst types from USPTO. Predict which catalyst facilitates the given reaction. (1) Reactant: C(C([CH:19]([CH:21]([CH2:23][CH2:24][CH2:25][CH2:26][CH2:27][CH2:28][CH2:29][CH2:30][CH2:31][CH2:32][CH2:33][CH2:34][CH2:35][CH2:36][CH2:37][CH3:38])[OH:22])[OH:20])O)CCCCCCCCCCCCCCC.[C:39]([Br:43])(Br)(Br)Br.[C:57]1(P([C:57]2[CH:62]=[CH:61][CH:60]=[CH:59][CH:58]=2)[C:57]2[CH:62]=[CH:61][CH:60]=[CH:59][CH:58]=2)[CH:62]=[CH:61][CH:60]=[CH:59][CH:58]=1. Product: [CH2:23]([CH:21]([OH:22])[CH:19]([O:20][CH2:19][CH2:21][CH2:23][CH2:24][CH2:25][CH2:26][CH2:27][CH2:28][CH2:29][CH2:30][CH2:58][CH2:59][CH2:60][CH2:61][CH2:62][CH3:57])[CH2:39][Br:43])[CH2:24][CH2:25][CH2:26][CH2:27][CH2:28][CH2:29][CH2:30][CH2:31][CH2:32][CH2:33][CH2:34][CH2:35][CH2:36][CH2:37][CH3:38]. The catalyst class is: 11. (2) Reactant: Br[C:2]1[N:7]=[C:6]([NH:8][C:9](=[O:15])[O:10][C:11]([CH3:14])([CH3:13])[CH3:12])[CH:5]=[CH:4][CH:3]=1.[Li]C.[Li]CCCC.CN([CH:26]=[O:27])C. Product: [CH:26]([C:2]1[N:7]=[C:6]([NH:8][C:9](=[O:15])[O:10][C:11]([CH3:14])([CH3:13])[CH3:12])[CH:5]=[CH:4][CH:3]=1)=[O:27]. The catalyst class is: 1. (3) Reactant: [Cl:1][C:2]1[CH:7]=[CH:6][C:5]([C:8](=O)[CH2:9][C:10]([C:12]2[CH:17]=[CH:16][C:15]([CH:18]3[O:23][CH2:22][CH2:21][N:20]([C:24]([O:26][C:27]([CH3:30])([CH3:29])[CH3:28])=[O:25])[CH2:19]3)=[CH:14][CH:13]=2)=O)=[CH:4][CH:3]=1.O.[NH2:33][NH2:34]. Product: [Cl:1][C:2]1[CH:7]=[CH:6][C:5]([C:8]2[NH:34][N:33]=[C:10]([C:12]3[CH:17]=[CH:16][C:15]([CH:18]4[O:23][CH2:22][CH2:21][N:20]([C:24]([O:26][C:27]([CH3:30])([CH3:29])[CH3:28])=[O:25])[CH2:19]4)=[CH:14][CH:13]=3)[CH:9]=2)=[CH:4][CH:3]=1. The catalyst class is: 8. (4) The catalyst class is: 1. Reactant: [C:1]([Si:5]([CH3:21])([CH3:20])[O:6][C@@H:7]1[CH2:12][CH2:11][C@H:10]([N:13]2[CH2:18][CH2:17][CH2:16][CH2:15][C:14]2=[O:19])[CH2:9][CH2:8]1)([CH3:4])([CH3:3])[CH3:2].[Li+].CC([N-]C(C)C)C.BrC[C:32]1[C:41]2[C:36](=[CH:37][CH:38]=[CH:39][CH:40]=2)[CH:35]=[C:34]([O:42][CH3:43])[CH:33]=1. Product: [C:1]([Si:5]([CH3:21])([CH3:20])[O:6][C@@H:7]1[CH2:8][CH2:9][C@H:10]([N:13]2[CH2:18][CH2:17][CH:16]([CH2:15][C:32]3[C:41]4[C:36](=[CH:37][CH:38]=[CH:39][CH:40]=4)[CH:35]=[C:34]([O:42][CH3:43])[CH:33]=3)[C:14]2=[O:19])[CH2:11][CH2:12]1)([CH3:2])([CH3:4])[CH3:3]. (5) Reactant: [C:1](OC)(OC)(OC)[CH2:2][CH2:3][CH2:4][CH3:5].[CH3:12][S:13]([CH2:16][CH2:17][O:18][CH2:19][CH2:20][NH:21][C:22]1[C:31]2[C:26](=[CH:27][CH:28]=[CH:29][CH:30]=2)[N:25]=[CH:24][C:23]=1[NH2:32])(=[O:15])=[O:14].Cl.N1C=CC=CC=1. Product: [CH2:2]([C:1]1[N:21]([CH2:20][CH2:19][O:18][CH2:17][CH2:16][S:13]([CH3:12])(=[O:15])=[O:14])[C:22]2[C:31]3[CH:30]=[CH:29][CH:28]=[CH:27][C:26]=3[N:25]=[CH:24][C:23]=2[N:32]=1)[CH2:3][CH2:4][CH3:5]. The catalyst class is: 10. (6) Reactant: [CH3:1][Si:2]([CH3:12])([CH3:11])[C:3]1[O:7][C:6]([C:8]([OH:10])=O)=[CH:5][CH:4]=1.[C:13]([O:17][C:18](=[O:32])[NH:19][C:20]1[CH:25]=[CH:24][C:23]([C:26]2[S:27][CH:28]=[CH:29][CH:30]=2)=[CH:22][C:21]=1[NH2:31])([CH3:16])([CH3:15])[CH3:14].CCN(C(C)C)C(C)C. Product: [C:13]([O:17][C:18](=[O:32])[NH:19][C:20]1[CH:25]=[CH:24][C:23]([C:26]2[S:27][CH:28]=[CH:29][CH:30]=2)=[CH:22][C:21]=1[NH:31][C:8]([C:6]1[O:7][C:3]([Si:2]([CH3:1])([CH3:12])[CH3:11])=[CH:4][CH:5]=1)=[O:10])([CH3:16])([CH3:14])[CH3:15]. The catalyst class is: 3. (7) Reactant: [F:1][CH:2]([CH2:12][CH2:13][C:14]1[N:19]=[N:18][C:17]2[NH:20][C:21]([C:23]3[CH:28]=[CH:27][CH:26]=[CH:25][C:24]=3[F:29])=[CH:22][C:16]=2[CH:15]=1)[CH2:3][N:4]1[CH:8]=[C:7]([C:9]([OH:11])=O)[N:6]=[N:5]1.[CH3:30][C:31]1[N:36]=[CH:35][C:34]([CH2:37][NH2:38])=[CH:33][CH:32]=1.CN(C(ON1N=NC2C=CC=NC1=2)=[N+](C)C)C.F[P-](F)(F)(F)(F)F.CCN(C(C)C)C(C)C. Product: [F:1][CH:2]([CH2:12][CH2:13][C:14]1[N:19]=[N:18][C:17]2[NH:20][C:21]([C:23]3[CH:28]=[CH:27][CH:26]=[CH:25][C:24]=3[F:29])=[CH:22][C:16]=2[CH:15]=1)[CH2:3][N:4]1[CH:8]=[C:7]([C:9]([NH:38][CH2:37][C:34]2[CH:35]=[N:36][C:31]([CH3:30])=[CH:32][CH:33]=2)=[O:11])[N:6]=[N:5]1. The catalyst class is: 3. (8) Reactant: [CH2:1]([O:3][C:4](=[O:18])[C:5](=O)[CH2:6][C:7]([C:9]1[CH:14]=[CH:13][C:12]([F:15])=[C:11]([Cl:16])[CH:10]=1)=[O:8])[CH3:2].[NH2:19]O.Cl. Product: [CH2:1]([O:3][C:4]([C:5]1[CH:6]=[C:7]([C:9]2[CH:14]=[CH:13][C:12]([F:15])=[C:11]([Cl:16])[CH:10]=2)[O:8][N:19]=1)=[O:18])[CH3:2]. The catalyst class is: 14. (9) Product: [Cl:1][C:2]1[CH:3]=[N:4][CH:5]=[C:6]([Cl:27])[C:7]=1[NH:8][C:9]1[S:10][C:11]2[C:17]3[CH2:18][C:19]([CH3:22])([CH3:21])[O:20][C:16]=3[C:15]([C:23]([OH:25])=[O:24])=[CH:14][C:12]=2[N:13]=1. The catalyst class is: 5. Reactant: [Cl:1][C:2]1[CH:3]=[N:4][CH:5]=[C:6]([Cl:27])[C:7]=1[NH:8][C:9]1[S:10][C:11]2[C:17]3[CH2:18][C:19]([CH3:22])([CH3:21])[O:20][C:16]=3[C:15]([C:23]([O:25]C)=[O:24])=[CH:14][C:12]=2[N:13]=1.[OH-].[Na+]. (10) Reactant: C(OC([N:8]1[C@:12]([CH2:32][O:33][P:34]([O:41]C(C)(C)C)([O:36]C(C)(C)C)=[O:35])([CH2:13][CH2:14][C:15]2[CH:20]=[CH:19][C:18]([O:21][CH2:22][CH2:23][O:24][C:25]3[CH:30]=[CH:29][CH:28]=[C:27]([F:31])[CH:26]=3)=[CH:17][CH:16]=2)[CH2:11][O:10]C1(C)C)=O)(C)(C)C. Product: [NH2:8][C@@:12]([CH2:11][OH:10])([CH2:13][CH2:14][C:15]1[CH:16]=[CH:17][C:18]([O:21][CH2:22][CH2:23][O:24][C:25]2[CH:30]=[CH:29][CH:28]=[C:27]([F:31])[CH:26]=2)=[CH:19][CH:20]=1)[CH2:32][O:33][P:34](=[O:35])([OH:36])[OH:41]. The catalyst class is: 33.